This data is from Forward reaction prediction with 1.9M reactions from USPTO patents (1976-2016). The task is: Predict the product of the given reaction. Given the reactants [NH2:1][C:2]1[CH:11]=[CH:10][C:9]2[C:4](=[CH:5][CH:6]=[CH:7][CH:8]=2)[CH:3]=1.Br[CH:13]([CH2:19][CH3:20])[C:14]([O:16][CH2:17][CH3:18])=[O:15], predict the reaction product. The product is: [CH2:17]([O:16][C:14](=[O:15])[CH:13]([NH:1][C:2]1[CH:11]=[CH:10][C:9]2[C:4](=[CH:5][CH:6]=[CH:7][CH:8]=2)[CH:3]=1)[CH2:19][CH3:20])[CH3:18].